This data is from Reaction yield outcomes from USPTO patents with 853,638 reactions. The task is: Predict the reaction yield, written as a fraction of the theoretical maximum amount of product (1.0 means a 100% yield; for example, 0.34 means a 34% yield). (1) The reactants are [CH2:1]([N:8]1[C:13](=[O:14])[C:12]2[C:15]([CH3:18])=[N:16][S:17][C:11]=2[N:10]=[C:9]1[CH:19](Br)[CH:20]([CH3:22])[CH3:21])[C:2]1[CH:7]=[CH:6][CH:5]=[CH:4][CH:3]=1.[N-:24]=[N+:25]=[N-:26].[Na+].[Br-]. The catalyst is CN(C=O)C. The product is [N:24]([CH:19]([C:9]1[N:8]([CH2:1][C:2]2[CH:7]=[CH:6][CH:5]=[CH:4][CH:3]=2)[C:13](=[O:14])[C:12]2[C:15]([CH3:18])=[N:16][S:17][C:11]=2[N:10]=1)[CH:20]([CH3:22])[CH3:21])=[N+:25]=[N-:26]. The yield is 0.940. (2) The reactants are Cl.[S:2]([N:12]1[C:16]2[N:17]=[CH:18][C:19]3[N:20]([C:21]([C@@H:24]4[CH2:28][CH2:27][C@H:26]([NH2:29])[CH2:25]4)=[N:22][N:23]=3)[C:15]=2[CH:14]=[CH:13]1)([C:5]1[CH:11]=[CH:10][C:8]([CH3:9])=[CH:7][CH:6]=1)(=[O:4])=[O:3].[Cl:30][CH2:31][CH2:32][CH2:33][S:34](Cl)(=[O:36])=[O:35]. The catalyst is C(Cl)Cl.C(O)(=O)CC(CC(O)=O)(C(O)=O)O. The product is [Cl:30][CH2:31][CH2:32][CH2:33][S:34]([NH:29][C@H:26]1[CH2:27][CH2:28][C@@H:24]([C:21]2[N:20]3[C:15]4[CH:14]=[CH:13][N:12]([S:2]([C:5]5[CH:11]=[CH:10][C:8]([CH3:9])=[CH:7][CH:6]=5)(=[O:4])=[O:3])[C:16]=4[N:17]=[CH:18][C:19]3=[N:23][N:22]=2)[CH2:25]1)(=[O:36])=[O:35]. The yield is 0.910. (3) The reactants are ClC1C2C(I)=CN([C@H]3CC[C@H](N4CCN(C)CC4)CC3)C=2N=CN=1.C1(OC2C=CC(B3OC(C)(C)C(C)(C)O3)=CC=2C)C=CC=CC=1.[Cl:48][C:49]1[C:50]2[C:57]([C:58]3[CH:59]=[CH:60][C:61]([O:66][C:67]4[CH:72]=[CH:71][CH:70]=[CH:69][CH:68]=4)=[C:62]([CH:65]=3)[C:63]#N)=[CH:56][N:55]([C@H:73]3[CH2:78][CH2:77][C@H:76]([N:79]4[CH2:84][CH2:83][N:82]([CH3:85])[CH2:81][CH2:80]4)[CH2:75][CH2:74]3)[C:51]=2[N:52]=[CH:53][N:54]=1.CO[C@@H]1[C@@H](C(OC)=O)[C@@H]2[C@@H](CN3[C@H](C2)C2NC4C=C(OC)C=CC=4C=2CC3)C[C@H]1OC(C1C=C(OC)C(OC)=C(OC)C=1)=O. The catalyst is C(#N)C. The product is [C:67]1([O:66][C:61]2[CH:60]=[CH:59][C:58]([C:57]3[C:50]4[C:49]([Cl:48])=[N:54][CH:53]=[N:52][C:51]=4[N:55]([C@H:73]4[CH2:74][CH2:75][C@H:76]([N:79]5[CH2:80][CH2:81][N:82]([CH3:85])[CH2:83][CH2:84]5)[CH2:77][CH2:78]4)[CH:56]=3)=[CH:65][C:62]=2[CH3:63])[CH:72]=[CH:71][CH:70]=[CH:69][CH:68]=1. The yield is 0.820. (4) The reactants are [Br:1][C:2]1[C:7]([F:8])=[CH:6][C:5]([F:9])=[CH:4][C:3]=1[F:10].OS(O)(=O)=O.[N+:16]([O-])([OH:18])=[O:17]. The catalyst is O. The product is [Br:1][C:2]1[C:7]([F:8])=[CH:6][C:5]([F:9])=[C:4]([N+:16]([O-:18])=[O:17])[C:3]=1[F:10]. The yield is 0.990. (5) The catalyst is C1CCCCC1. The yield is 0.950. The reactants are C1C2C(=CC=CC=2)C=CC=1.[B:20]1([B:20]2[O:24][C:23]([CH3:26])([CH3:25])[C:22]([CH3:28])([CH3:27])[O:21]2)[O:24][C:23]([CH3:26])([CH3:25])[C:22]([CH3:28])([CH3:27])[O:21]1.[CH3:29][C:30]1([CH3:56])[C:34]([CH3:36])([CH3:35])[O:33][B:32]([C:37]2[CH:46]=[CH:45][C:44]3[C:39](=[CH:40][CH:41]=[C:42](B4OC(C)(C)C(C)(C)O4)[CH:43]=3)[CH:38]=2)[O:31]1. The product is [CH3:35][C:34]1([CH3:36])[C:30]([CH3:29])([CH3:56])[O:31][B:32]([C:37]2[CH:46]=[CH:45][C:44]3[C:39](=[CH:40][C:41]([B:20]4[O:21][C:22]([CH3:27])([CH3:28])[C:23]([CH3:25])([CH3:26])[O:24]4)=[CH:42][CH:43]=3)[CH:38]=2)[O:33]1. (6) The reactants are Cl.[F:2][C:3]1[CH:37]=[C:36]([NH:38][C:39]([N:41]2[CH2:45][CH2:44][N:43]([C:46]3[CH:51]=[CH:50][CH:49]=[CH:48][CH:47]=3)[C:42]2=[O:52])=[O:40])[CH:35]=[CH:34][C:4]=1[O:5][C:6]1[CH:11]=[CH:10][N:9]=[C:8]2[CH:12]=[C:13]([C:15]3[N:20]=[CH:19][C:18]([CH2:21][N:22]([CH2:30][CH2:31][O:32][CH3:33])C(=O)OC(C)(C)C)=[CH:17][CH:16]=3)[S:14][C:7]=12. The catalyst is C(Cl)Cl. The product is [F:2][C:3]1[CH:37]=[C:36]([NH:38][C:39]([N:41]2[CH2:45][CH2:44][N:43]([C:46]3[CH:47]=[CH:48][CH:49]=[CH:50][CH:51]=3)[C:42]2=[O:52])=[O:40])[CH:35]=[CH:34][C:4]=1[O:5][C:6]1[CH:11]=[CH:10][N:9]=[C:8]2[CH:12]=[C:13]([C:15]3[CH:16]=[CH:17][C:18]([CH2:21][NH:22][CH2:30][CH2:31][O:32][CH3:33])=[CH:19][N:20]=3)[S:14][C:7]=12. The yield is 0.840. (7) The reactants are C([N:8]([CH2:18][C:19]1C=CC=CC=1)[CH2:9][C:10]([F:17])([F:16])[C:11]([O:13][CH2:14][CH3:15])=[O:12])C1C=CC=CC=1.F[C:26](F)(F)C(O)=O.CC(C)=O.C([O-])(=O)C.[Na+].[BH-](OC(C)=O)(OC(C)=O)OC(C)=O.[Na+].[OH-].[Na+]. The catalyst is CCO.[Cl-].[Na+].O.[OH-].[OH-].[Pd+2]. The yield is 0.540. The product is [F:17][C:10]([F:16])([CH2:9][NH:8][CH:18]([CH3:19])[CH3:26])[C:11]([O:13][CH2:14][CH3:15])=[O:12]. (8) The reactants are [CH:1]1[C:10]2[C:5](=[CH:6][CH:7]=[CH:8][CH:9]=2)[CH:4]=[CH:3][C:2]=1[O:11][C:12]1[CH:20]=[CH:19][C:15]([C:16](O)=[O:17])=[CH:14][CH:13]=1.C(Cl)(=O)C(Cl)=O.[NH2:27][C:28]1[CH:33]=[CH:32][CH:31]=[CH:30][C:29]=1[S:34]([NH2:37])(=[O:36])=[O:35].N1C=CC=CC=1. The catalyst is C(Cl)Cl.CN(C=O)C.O. The product is [CH:1]1[C:10]2[C:5](=[CH:6][CH:7]=[CH:8][CH:9]=2)[CH:4]=[CH:3][C:2]=1[O:11][C:12]1[CH:20]=[CH:19][C:15]([C:16]([NH:27][C:28]2[CH:33]=[CH:32][CH:31]=[CH:30][C:29]=2[S:34]([NH2:37])(=[O:35])=[O:36])=[O:17])=[CH:14][CH:13]=1. The yield is 0.540. (9) The reactants are [N:1]([CH2:4][CH2:5][C@@H:6]([O:12][C:13]1[CH:20]=[C:19]([Cl:21])[C:18]([F:22])=[CH:17][C:14]=1[C:15]#[N:16])[C:7]1[CH:11]=[CH:10][S:9][CH:8]=1)=[N+]=[N-].C1(P(C2C=CC=CC=2)C2C=CC=CC=2)C=CC=CC=1.O.[C:43]([OH:48])(=[O:47])[C:44]([OH:46])=[O:45]. The catalyst is O1CCCC1. The product is [C:43]([OH:48])(=[O:47])[C:44]([OH:46])=[O:45].[NH2:1][CH2:4][CH2:5][C@@H:6]([O:12][C:13]1[CH:20]=[C:19]([Cl:21])[C:18]([F:22])=[CH:17][C:14]=1[C:15]#[N:16])[C:7]1[CH:11]=[CH:10][S:9][CH:8]=1. The yield is 0.600.